This data is from Reaction yield outcomes from USPTO patents with 853,638 reactions. The task is: Predict the reaction yield, written as a fraction of the theoretical maximum amount of product (1.0 means a 100% yield; for example, 0.34 means a 34% yield). The reactants are [C:1]1([N:13]2[CH2:17][CH2:16][CH:15]([NH:18]C(=O)OC(C)(C)C)[CH2:14]2)[N:5]2[C:6]3[CH:12]=[CH:11][NH:10][C:7]=3[N:8]=[CH:9][C:4]2=[CH:3][N:2]=1.Cl.CCN(C(C)C)C(C)C.[CH:36]1([S:39](Cl)(=[O:41])=[O:40])[CH2:38][CH2:37]1.C([O-])(O)=O.[Na+]. The catalyst is C(Cl)Cl. The product is [C:1]1([N:13]2[CH2:17][CH2:16][CH:15]([NH:18][S:39]([CH:36]3[CH2:38][CH2:37]3)(=[O:41])=[O:40])[CH2:14]2)[N:5]2[C:6]3[CH:12]=[CH:11][NH:10][C:7]=3[N:8]=[CH:9][C:4]2=[CH:3][N:2]=1. The yield is 0.700.